This data is from Full USPTO retrosynthesis dataset with 1.9M reactions from patents (1976-2016). The task is: Predict the reactants needed to synthesize the given product. (1) Given the product [CH3:30][N:2]([CH3:1])[CH:3]1[CH2:7][CH2:6][N:5]([C:8]2[CH:13]=[CH:12][C:11]([NH:14][C:15]([C:17]3[O:18][C:19]([C:22]4[CH:27]=[CH:26][C:25]([CH3:28])=[CH:24][C:23]=4[NH:29][C:31](=[O:33])[CH3:32])=[CH:20][CH:21]=3)=[O:16])=[CH:10][CH:9]=2)[CH2:4]1, predict the reactants needed to synthesize it. The reactants are: [CH3:1][N:2]([CH3:30])[CH:3]1[CH2:7][CH2:6][N:5]([C:8]2[CH:13]=[CH:12][C:11]([NH:14][C:15]([C:17]3[O:18][C:19]([C:22]4[CH:27]=[CH:26][C:25]([CH3:28])=[CH:24][C:23]=4[NH2:29])=[CH:20][CH:21]=3)=[O:16])=[CH:10][CH:9]=2)[CH2:4]1.[C:31](Cl)(=[O:33])[CH3:32]. (2) Given the product [CH3:11][N:1]1[CH2:6][CH2:5][CH:4]([CH2:7][C:8]([OH:10])=[O:9])[CH2:3][CH2:2]1, predict the reactants needed to synthesize it. The reactants are: [NH:1]1[CH2:6][CH2:5][CH:4]([CH2:7][C:8]([OH:10])=[O:9])[CH2:3][CH2:2]1.[CH2:11]=O. (3) Given the product [CH2:20]([O:19][C:17](=[O:18])[CH:16]([CH:11]1[CH2:15][CH2:14][CH2:13][CH2:12]1)[OH:30])[C:21]1[CH:22]=[CH:23][CH:24]=[CH:25][CH:26]=1, predict the reactants needed to synthesize it. The reactants are: C[Si](C)(C)[N-][Si](C)(C)C.[Na+].[CH:11]1([CH2:16][C:17]([O:19][CH2:20][C:21]2[CH:26]=[CH:25][CH:24]=[CH:23][CH:22]=2)=[O:18])[CH2:15][CH2:14][CH2:13][CH2:12]1.C1C[O:30]CC1. (4) Given the product [O:1]([C:8]1[CH:9]=[C:10]([C:14]23[CH2:21][CH2:20][C:17]([O:22][CH2:24]/[CH:25]=[CH:26]/[C:27]([O:29][CH3:30])=[O:28])([CH2:18][CH2:19]2)[CH2:16][O:15]3)[CH:11]=[CH:12][CH:13]=1)[C:2]1[CH:7]=[CH:6][CH:5]=[CH:4][CH:3]=1, predict the reactants needed to synthesize it. The reactants are: [O:1]([C:8]1[CH:9]=[C:10]([C:14]23[CH2:21][CH2:20][C:17]([OH:22])([CH2:18][CH2:19]2)[CH2:16][O:15]3)[CH:11]=[CH:12][CH:13]=1)[C:2]1[CH:7]=[CH:6][CH:5]=[CH:4][CH:3]=1.Br[CH2:24]/[CH:25]=[CH:26]/[C:27]([O:29][CH3:30])=[O:28].C(C1C=CC=C(C(C)(C)C)N=1)(C)(C)C. (5) Given the product [NH2:1][C:2]1[NH:7][C:6](=[O:8])[N:5]([CH3:9])[C:4](=[O:10])[C:3]=1[N:11]=[O:12], predict the reactants needed to synthesize it. The reactants are: [NH2:1][C:2]1[NH:7][C:6](=[O:8])[N:5]([CH3:9])[C:4](=[O:10])[CH:3]=1.[N:11]([O-])=[O:12].[Na+]. (6) Given the product [F:1][C:2]([F:7])([F:6])[C:3]([OH:5])=[O:4].[Cl:8][C:9]1[CH:10]=[CH:11][C:12]([C:13]([N:15]2[CH2:21][C:20]3[CH:22]=[CH:23][CH:24]=[CH:25][C:19]=3[N:18]([CH2:26][CH:27]3[CH2:28][CH2:29][N:30]([CH3:38])[CH2:31][CH2:32]3)[C:17](=[O:33])[CH2:16]2)=[O:14])=[CH:34][CH:35]=1, predict the reactants needed to synthesize it. The reactants are: [F:1][C:2]([F:7])([F:6])[C:3]([OH:5])=[O:4].[Cl:8][C:9]1[CH:35]=[CH:34][C:12]([C:13]([N:15]2[CH2:21][C:20]3[CH:22]=[CH:23][CH:24]=[CH:25][C:19]=3[N:18]([CH2:26][CH:27]3[CH2:32][CH2:31][NH:30][CH2:29][CH2:28]3)[C:17](=[O:33])[CH2:16]2)=[O:14])=[CH:11][CH:10]=1.C=O.[C:38](O)(=O)C.C(O[BH-](OC(=O)C)OC(=O)C)(=O)C.[Na+].